Dataset: Reaction yield outcomes from USPTO patents with 853,638 reactions. Task: Predict the reaction yield, written as a fraction of the theoretical maximum amount of product (1.0 means a 100% yield; for example, 0.34 means a 34% yield). (1) The reactants are [NH2:1][C:2]1[S:3][C@:4]2([C:19](OC)=[O:20])[C@H:6]([C@:7]([C:11]3[CH:16]=[C:15]([NH2:17])[CH:14]=[CH:13][C:12]=3[F:18])([CH2:9][F:10])[N:8]=1)[CH2:5]2.[BH4-].[Li+].CO. The catalyst is C1COCC1. The product is [NH2:1][C:2]1[S:3][C@:4]2([CH2:19][OH:20])[C@H:6]([C@:7]([C:11]3[CH:16]=[C:15]([NH2:17])[CH:14]=[CH:13][C:12]=3[F:18])([CH2:9][F:10])[N:8]=1)[CH2:5]2. The yield is 0.930. (2) The reactants are [CH3:1][C:2]1[CH:7]=[CH:6][C:5]([CH3:8])=[CH:4][C:3]=1[OH:9].Cl[C:11]1[CH:18]=[CH:17][C:14]([C:15]#[N:16])=[CH:13][C:12]=1[N+:19]([O-:21])=[O:20].C([O-])([O-])=O.[K+].[K+]. The catalyst is C1COCC1. The product is [CH3:1][C:2]1[CH:7]=[CH:6][C:5]([CH3:8])=[CH:4][C:3]=1[O:9][C:11]1[CH:18]=[CH:17][C:14]([C:15]#[N:16])=[CH:13][C:12]=1[N+:19]([O-:21])=[O:20]. The yield is 0.850.